This data is from Reaction yield outcomes from USPTO patents with 853,638 reactions. The task is: Predict the reaction yield, written as a fraction of the theoretical maximum amount of product (1.0 means a 100% yield; for example, 0.34 means a 34% yield). (1) The reactants are [NH2:1][C:2]1[N:7]=[CH:6][N:5]=[C:4]2[N:8]([C@@H:26]3[CH2:31][CH2:30][CH2:29][N:28]([C:32](=[O:36])[CH2:33][C:34]#[N:35])[CH2:27]3)[N:9]=[C:10]([C:11]3[CH:16]=[CH:15][C:14]([O:17][C:18]4[CH:23]=[CH:22][CH:21]=[C:20]([F:24])[C:19]=4[F:25])=[CH:13][CH:12]=3)[C:3]=12.[CH:37]1([CH:40]=O)[CH2:39][CH2:38]1.N1CCCCC1. The catalyst is CO. The product is [NH2:1][C:2]1[N:7]=[CH:6][N:5]=[C:4]2[N:8]([C@@H:26]3[CH2:31][CH2:30][CH2:29][N:28]([C:32]([C:33](=[CH:40][CH:37]4[CH2:39][CH2:38]4)[C:34]#[N:35])=[O:36])[CH2:27]3)[N:9]=[C:10]([C:11]3[CH:16]=[CH:15][C:14]([O:17][C:18]4[CH:23]=[CH:22][CH:21]=[C:20]([F:24])[C:19]=4[F:25])=[CH:13][CH:12]=3)[C:3]=12. The yield is 0.170. (2) The reactants are F[C:2]1[CH:10]=[CH:9][C:8]([N+:11]([O-:13])=[O:12])=[CH:7][C:3]=1[C:4]([OH:6])=[O:5].[NH:14]1[CH2:19][CH2:18][O:17][CH2:16][CH2:15]1. The catalyst is O1CCOCC1. The product is [N:14]1([C:2]2[CH:10]=[CH:9][C:8]([N+:11]([O-:13])=[O:12])=[CH:7][C:3]=2[C:4]([OH:6])=[O:5])[CH2:19][CH2:18][O:17][CH2:16][CH2:15]1. The yield is 0.930. (3) The reactants are [F:1][C:2]1[CH:21]=[CH:20][C:5]2[C:6]([C:9]3[CH:14]=[CH:13][C:12]([O:15][CH2:16][C@@H:17]4[CH2:19][O:18]4)=[CH:11][CH:10]=3)=[N:7][O:8][C:4]=2[CH:3]=1.[CH2:22]([CH:29]1[CH2:34][CH2:33][NH:32][CH2:31][CH2:30]1)[C:23]1[CH:28]=[CH:27][CH:26]=[CH:25][CH:24]=1. The catalyst is CN(C)C=O.C(O)C. The product is [CH2:22]([CH:29]1[CH2:34][CH2:33][N:32]([CH2:19][C@H:17]([OH:18])[CH2:16][O:15][C:12]2[CH:13]=[CH:14][C:9]([C:6]3[C:5]4[CH:20]=[CH:21][C:2]([F:1])=[CH:3][C:4]=4[O:8][N:7]=3)=[CH:10][CH:11]=2)[CH2:31][CH2:30]1)[C:23]1[CH:28]=[CH:27][CH:26]=[CH:25][CH:24]=1. The yield is 0.700. (4) The reactants are [C:1]([O:4][CH2:5][C:6]1[C:14]([CH2:15][C@@H:16]([CH2:22][C:23]([O:25][CH2:26][CH3:27])=[O:24])[C:17]([O:19][CH2:20][CH3:21])=[O:18])=[CH:13][C:12]([Br:28])=[C:11]2[C:7]=1[CH:8]=[N:9][NH:10]2)(=[O:3])[CH3:2].[Cl:29]N1C(=O)CCC1=O. The catalyst is CN(C)C=O.C(OCC)(=O)C. The product is [C:1]([O:4][CH2:5][C:6]1[C:14]([CH2:15][C@@H:16]([CH2:22][C:23]([O:25][CH2:26][CH3:27])=[O:24])[C:17]([O:19][CH2:20][CH3:21])=[O:18])=[CH:13][C:12]([Br:28])=[C:11]2[C:7]=1[C:8]([Cl:29])=[N:9][NH:10]2)(=[O:3])[CH3:2]. The yield is 0.880. (5) The reactants are [Br:1][C:2]1[C:3]([CH3:9])=[C:4]([CH:6]=[CH:7][CH:8]=1)[NH2:5].Br[CH2:11][CH2:12][CH2:13][C:14](Cl)=[O:15].[H-].[Na+]. The catalyst is C(Cl)Cl. The product is [Br:1][C:2]1[C:3]([CH3:9])=[C:4]([NH:5][C:14]([CH:13]2[CH2:11][CH2:12]2)=[O:15])[CH:6]=[CH:7][CH:8]=1. The yield is 0.330. (6) The reactants are [Cl:1][C:2]1[N:3]=[C:4]([C:9]([OH:11])=O)[NH:5][C:6]=1[CH2:7][CH3:8].S(Cl)(Cl)=O.[NH2:16][C:17]1[CH:22]=[CH:21][C:20]([C:23]2[O:24][C:25]([CH3:32])=[C:26]([C:28]([O:30][CH3:31])=[O:29])[N:27]=2)=[CH:19][C:18]=1[CH3:33]. The catalyst is N1C=CC=CC=1. The product is [CH3:31][O:30][C:28]([C:26]1[N:27]=[C:23]([C:20]2[CH:21]=[CH:22][C:17]([NH:16][C:9]([C:4]3[NH:5][C:6]([CH2:7][CH3:8])=[C:2]([Cl:1])[N:3]=3)=[O:11])=[C:18]([CH3:33])[CH:19]=2)[O:24][C:25]=1[CH3:32])=[O:29]. The yield is 0.770. (7) The reactants are Br[C:2]1[CH:3]=[N:4][C:5]([N:8]2[CH2:13][CH2:12][N:11]([C:14]([O:16][C:17]([CH3:20])([CH3:19])[CH3:18])=[O:15])[CH2:10][CH2:9]2)=[N:6][CH:7]=1.[B:21]1([B:21]2[O:25][C:24]([CH3:27])([CH3:26])[C:23]([CH3:29])([CH3:28])[O:22]2)[O:25][C:24]([CH3:27])([CH3:26])[C:23]([CH3:29])([CH3:28])[O:22]1.C([O-])(=O)C.[K+].CCOC(C)=O. The catalyst is O1CCOCC1. The product is [CH3:28][C:23]1([CH3:29])[C:24]([CH3:27])([CH3:26])[O:25][B:21]([C:2]2[CH:3]=[N:4][C:5]([N:8]3[CH2:13][CH2:12][N:11]([C:14]([O:16][C:17]([CH3:20])([CH3:19])[CH3:18])=[O:15])[CH2:10][CH2:9]3)=[N:6][CH:7]=2)[O:22]1. The yield is 0.440. (8) The reactants are Br[C:2]1[CH:3]=[C:4]2[C:8](=[C:9]([CH3:11])[CH:10]=1)[C:7](=[O:12])[N:6]([CH2:13][C:14]1[CH:19]=[CH:18][C:17]([O:20][C:21]3[CH:26]=[CH:25][CH:24]=[CH:23][CH:22]=3)=[CH:16][CH:15]=1)[CH2:5]2.[CH3:27][C:28]1[CH:29]=[N:30][CH:31]=[C:32](B(O)O)[CH:33]=1.C(=O)([O-])[O-].[Na+].[Na+]. The catalyst is COCCOC.C1C=CC([P]([Pd]([P](C2C=CC=CC=2)(C2C=CC=CC=2)C2C=CC=CC=2)([P](C2C=CC=CC=2)(C2C=CC=CC=2)C2C=CC=CC=2)[P](C2C=CC=CC=2)(C2C=CC=CC=2)C2C=CC=CC=2)(C2C=CC=CC=2)C2C=CC=CC=2)=CC=1. The product is [CH3:11][C:9]1[CH:10]=[C:2]([C:32]2[CH:31]=[N:30][CH:29]=[C:28]([CH3:27])[CH:33]=2)[CH:3]=[C:4]2[C:8]=1[C:7](=[O:12])[N:6]([CH2:13][C:14]1[CH:15]=[CH:16][C:17]([O:20][C:21]3[CH:22]=[CH:23][CH:24]=[CH:25][CH:26]=3)=[CH:18][CH:19]=1)[CH2:5]2. The yield is 0.620. (9) The reactants are [Cl:1][C:2]1[C:7]([Cl:8])=[CH:6][CH:5]=[CH:4][C:3]=1[N:9]1[C:13]([NH:14][CH2:15][C:16]2[CH:21]=[CH:20][N:19]=[C:18](F)[CH:17]=2)=[N:12][N:11]=[N:10]1.[NH:23]1[CH2:27][CH2:26][CH2:25][CH2:24]1. The catalyst is O1CCCC1. The product is [Cl:1][C:2]1[C:7]([Cl:8])=[CH:6][CH:5]=[CH:4][C:3]=1[N:9]1[C:13]([NH:14][CH2:15][C:16]2[CH:21]=[CH:20][N:19]=[C:18]([N:23]3[CH2:27][CH2:26][CH2:25][CH2:24]3)[CH:17]=2)=[N:12][N:11]=[N:10]1. The yield is 0.140. (10) The reactants are Br[C:2]1[CH:21]=[CH:20][C:5]([C:6]([NH:8][CH2:9][CH:10]2[O:15][C:14]3[CH:16]=[CH:17][CH:18]=[CH:19][C:13]=3[O:12][CH2:11]2)=[O:7])=[CH:4][C:3]=1[N+:22]([O-:24])=[O:23].[NH2:25][C:26]1[CH:40]=[C:39](C(NCC2OC3C=CC=CC=3OC2)=O)[CH:38]=[CH:37][C:27]=1[C:28](NCCCOCC)=[O:29].C([O-])([O-])=[O:56].[K+].[K+]. The catalyst is CN1C(=O)CCC1.O.[Cu]. The product is [O:15]1[C:14]2[CH:16]=[CH:17][CH:18]=[CH:19][C:13]=2[O:12][CH2:11][CH:10]1[CH2:9][NH:8][C:6]([C:5]1[CH:20]=[CH:21][C:2]([NH:25][C:26]2[CH:40]=[CH:39][CH:38]=[CH:37][C:27]=2[C:28]([OH:29])=[O:56])=[C:3]([N+:22]([O-:24])=[O:23])[CH:4]=1)=[O:7]. The yield is 0.380.